This data is from Forward reaction prediction with 1.9M reactions from USPTO patents (1976-2016). The task is: Predict the product of the given reaction. (1) Given the reactants C(Cl)(Cl)Cl.[CH3:5][C:6](=[CH:11]OS(C1C=CC(C)=CC=1)(=O)=O)[C:7]([O:9][CH3:10])=[O:8].[C:23]1([SH:29])[CH:28]=[CH:27][CH:26]=[CH:25][CH:24]=1.C(N(CC)CC)C, predict the reaction product. The product is: [CH3:11][C:6](=[CH:5][S:29][C:23]1[CH:28]=[CH:27][CH:26]=[CH:25][CH:24]=1)[C:7]([O:9][CH3:10])=[O:8]. (2) The product is: [S:1]([C:7]1[CH:13]=[CH:12][C:10]([CH3:11])=[CH:9][CH:8]=1)([O-:4])(=[O:3])=[O:2].[CH2:15]([N+:17]1[CH:21]=[CH:20][N:19]([CH3:22])[CH:18]=1)[CH3:16]. Given the reactants [S:1]([C:7]1[CH:13]=[CH:12][C:10]([CH3:11])=[CH:9][CH:8]=1)([O:4]CC)(=[O:3])=[O:2].[Br-].[CH2:15]([N+:17]1[CH:21]=[CH:20][N:19]([CH3:22])[CH:18]=1)[CH3:16], predict the reaction product.